Regression. Given two drug SMILES strings and cell line genomic features, predict the synergy score measuring deviation from expected non-interaction effect. From a dataset of NCI-60 drug combinations with 297,098 pairs across 59 cell lines. (1) Drug 1: C1=CC(=CC=C1CCCC(=O)O)N(CCCl)CCCl. Drug 2: CCC1(CC2CC(C3=C(CCN(C2)C1)C4=CC=CC=C4N3)(C5=C(C=C6C(=C5)C78CCN9C7C(C=CC9)(C(C(C8N6C=O)(C(=O)OC)O)OC(=O)C)CC)OC)C(=O)OC)O.OS(=O)(=O)O. Cell line: NCI-H322M. Synergy scores: CSS=6.12, Synergy_ZIP=0.757, Synergy_Bliss=6.45, Synergy_Loewe=-0.275, Synergy_HSA=1.36. (2) Drug 1: C1C(C(OC1N2C=C(C(=O)NC2=O)F)CO)O. Drug 2: C1=CC=C(C(=C1)C(C2=CC=C(C=C2)Cl)C(Cl)Cl)Cl. Cell line: OVCAR-5. Synergy scores: CSS=20.9, Synergy_ZIP=-6.77, Synergy_Bliss=0.185, Synergy_Loewe=-23.7, Synergy_HSA=0.323. (3) Cell line: TK-10. Synergy scores: CSS=10.7, Synergy_ZIP=-3.78, Synergy_Bliss=-0.304, Synergy_Loewe=-4.26, Synergy_HSA=-0.281. Drug 1: CCC1(CC2CC(C3=C(CCN(C2)C1)C4=CC=CC=C4N3)(C5=C(C=C6C(=C5)C78CCN9C7C(C=CC9)(C(C(C8N6C)(C(=O)OC)O)OC(=O)C)CC)OC)C(=O)OC)O.OS(=O)(=O)O. Drug 2: CCC1=C2CN3C(=CC4=C(C3=O)COC(=O)C4(CC)O)C2=NC5=C1C=C(C=C5)O. (4) Drug 1: CCCS(=O)(=O)NC1=C(C(=C(C=C1)F)C(=O)C2=CNC3=C2C=C(C=N3)C4=CC=C(C=C4)Cl)F. Drug 2: C1=NC2=C(N=C(N=C2N1C3C(C(C(O3)CO)O)O)F)N. Cell line: NCIH23. Synergy scores: CSS=-2.58, Synergy_ZIP=0.474, Synergy_Bliss=-4.16, Synergy_Loewe=-13.4, Synergy_HSA=-8.28. (5) Drug 1: C(=O)(N)NO. Drug 2: CC1CCC2CC(C(=CC=CC=CC(CC(C(=O)C(C(C(=CC(C(=O)CC(OC(=O)C3CCCCN3C(=O)C(=O)C1(O2)O)C(C)CC4CCC(C(C4)OC)O)C)C)O)OC)C)C)C)OC. Cell line: SK-OV-3. Synergy scores: CSS=4.23, Synergy_ZIP=-0.164, Synergy_Bliss=1.24, Synergy_Loewe=-31.6, Synergy_HSA=-2.04.